Dataset: Forward reaction prediction with 1.9M reactions from USPTO patents (1976-2016). Task: Predict the product of the given reaction. (1) The product is: [CH2:1]([N:3]([CH2:11][C:12]1[N:13]=[C:14]2[S:21][C:20]([CH3:22])=[C:19]([CH2:23][CH2:24][O:25][CH3:29])[N:15]2[C:16](=[O:18])[CH:17]=1)[C:4]1[CH:5]=[CH:6][C:7]([F:10])=[CH:8][CH:9]=1)[CH3:2]. Given the reactants [CH2:1]([N:3]([CH2:11][C:12]1[N:13]=[C:14]2[S:21][C:20]([CH3:22])=[C:19]([CH2:23][CH2:24][OH:25])[N:15]2[C:16](=[O:18])[CH:17]=1)[C:4]1[CH:9]=[CH:8][C:7]([F:10])=[CH:6][CH:5]=1)[CH3:2].[H-].[Na+].I[CH3:29], predict the reaction product. (2) Given the reactants Cl[C:2]1[C:3]([CH:17]2[CH2:20][CH2:19][CH2:18]2)=[CH:4][C:5]2[N:6]([C:8]([C:11]3[CH:16]=[CH:15][CH:14]=[CH:13][CH:12]=3)=[N:9][N:10]=2)[N:7]=1.[CH3:21][N:22]([CH3:29])[CH2:23][C:24]([CH3:28])([CH3:27])[CH2:25][NH2:26], predict the reaction product. The product is: [CH:17]1([C:3]2[C:2]([NH:26][CH2:25][C:24]([CH3:28])([CH3:27])[CH2:23][N:22]([CH3:29])[CH3:21])=[N:7][N:6]3[C:8]([C:11]4[CH:16]=[CH:15][CH:14]=[CH:13][CH:12]=4)=[N:9][N:10]=[C:5]3[CH:4]=2)[CH2:20][CH2:19][CH2:18]1.